From a dataset of Forward reaction prediction with 1.9M reactions from USPTO patents (1976-2016). Predict the product of the given reaction. Given the reactants [NH2:1][C:2]1[CH:14]=[C:13]2[C:5]([C:6]3[CH:7]=[C:8]([C:18]4[CH:23]=[CH:22][C:21]([OH:24])=[C:20]([Cl:25])[CH:19]=4)[CH:9]=[C:10]([C:15]([NH2:17])=[O:16])[C:11]=3[NH:12]2)=[CH:4][CH:3]=1.C([BH3-])#N.[Na+].C(OC)(OC)OC.C(O)(=O)C.[CH2:41]1[CH2:45][O:44][CH2:43][CH2:42]1, predict the reaction product. The product is: [Cl:25][C:20]1[CH:19]=[C:18]([C:8]2[CH:9]=[C:10]([C:15]([NH2:17])=[O:16])[C:11]3[NH:12][C:13]4[C:5]([C:6]=3[CH:7]=2)=[CH:4][CH:3]=[C:2]([N:1]2[CH2:41][CH2:45][O:44][CH2:43][CH2:42]2)[CH:14]=4)[CH:23]=[CH:22][C:21]=1[OH:24].